Dataset: Forward reaction prediction with 1.9M reactions from USPTO patents (1976-2016). Task: Predict the product of the given reaction. (1) Given the reactants [NH2:1][C:2]1[N:7]=[C:6]2[N:8]([CH3:13])[C:9](=[O:12])[N:10]([CH3:11])[C:5]2=[CH:4][CH:3]=1.[C:14]([N:21](C)[C@H:22]([C:24](O)=[O:25])[CH3:23])(OC(C)(C)C)=O.C1CN([P+](ON2N=NC3C=CC=CC2=3)(N2CCCC2)N2CCCC2)CC1.F[P-](F)(F)(F)(F)F.[ClH:61], predict the reaction product. The product is: [ClH:61].[CH3:11][N:10]1[C:5]2[C:6](=[N:7][C:2]([NH:1][C:24](=[O:25])[C@@H:22]([NH:21][CH3:14])[CH3:23])=[CH:3][CH:4]=2)[N:8]([CH3:13])[C:9]1=[O:12]. (2) Given the reactants [Cl:1][C:2]1[C:3]([C:19]2[CH:24]=[CH:23][C:22]([Cl:25])=[CH:21][CH:20]=2)=[C:4]([C:12]2[CH:17]=[CH:16][C:15]([Cl:18])=[CH:14][CH:13]=2)[C:5]2[N:6]([C:8](=[O:11])[NH:9][N:10]=2)[N:7]=1.C([O-])([O-])=O.[K+].[K+].[F:32][C:33]([F:43])([F:42])[C:34]1[CH:41]=[CH:40][C:37]([CH2:38]Br)=[CH:36][CH:35]=1, predict the reaction product. The product is: [F:32][C:33]([F:42])([F:43])[C:34]1[CH:41]=[CH:40][C:37]([CH2:38][N:9]2[C:8](=[O:11])[N:6]3[N:7]=[C:2]([Cl:1])[C:3]([C:19]4[CH:24]=[CH:23][C:22]([Cl:25])=[CH:21][CH:20]=4)=[C:4]([C:12]4[CH:13]=[CH:14][C:15]([Cl:18])=[CH:16][CH:17]=4)[C:5]3=[N:10]2)=[CH:36][CH:35]=1. (3) Given the reactants [C:1]([C:3]1[N:8]=[C:7]([N:9]2[CH:13]=[CH:12][CH2:11][N:10]2C(OCC)=O)[CH:6]=[CH:5][C:4]=1OS(C(F)(F)F)(=O)=O)#[N:2].[C:27]1(B(O)O)[CH:32]=[CH:31][CH:30]=[CH:29][CH:28]=1.[C:36](=[O:39])([O-])[O-:37].[K+].[K+].O.CO[CH2:45][CH2:46]OC, predict the reaction product. The product is: [C:1]([C:3]1[N:8]=[C:7]([N:9]2[CH:13]=[C:12]([C:36]([O:37][CH2:45][CH3:46])=[O:39])[CH:11]=[N:10]2)[CH:6]=[CH:5][C:4]=1[C:27]1[CH:32]=[CH:31][CH:30]=[CH:29][CH:28]=1)#[N:2]. (4) Given the reactants [F:1][C:2]1[CH:7]=[CH:6][C:5]([C:8]2[C:12]([CH2:13][NH:14][C:15]3[CH:16]=[C:17]([C:21](O)=[O:22])[N:18]([CH3:20])[N:19]=3)=[C:11]([CH3:24])[O:10][N:9]=2)=[CH:4][CH:3]=1.[CH:25]([NH2:28])([CH3:27])[CH3:26], predict the reaction product. The product is: [CH:25]([NH:28][C:21]([C:17]1[N:18]([CH3:20])[N:19]=[C:15]([NH:14][CH2:13][C:12]2[C:8]([C:5]3[CH:6]=[CH:7][C:2]([F:1])=[CH:3][CH:4]=3)=[N:9][O:10][C:11]=2[CH3:24])[CH:16]=1)=[O:22])([CH3:27])[CH3:26]. (5) The product is: [CH2:26]([N:5]([CH2:1][CH2:2][CH2:3][CH3:4])[C:6]1[CH:11]=[CH:10][C:9]([CH:12]=[CH:13][C:14]2[C:19]([CH3:20])=[CH:18][C:17]([CH:21]=[O:22])=[C:16]([CH3:23])[CH:15]=2)=[C:8]([O:24][CH3:25])[CH:7]=1)[CH2:27][CH2:28][CH3:29]. Given the reactants [CH2:1]([N:5]([CH2:26][CH2:27][CH2:28][CH3:29])[C:6]1[CH:11]=[CH:10][C:9]([CH:12]=[CH:13][C:14]2[C:19]([CH3:20])=[CH:18][C:17]([CH2:21][OH:22])=[C:16]([CH3:23])[CH:15]=2)=[C:8]([O:24][CH3:25])[CH:7]=1)[CH2:2][CH2:3][CH3:4], predict the reaction product. (6) Given the reactants [C:1]([OH:11])(=[O:10])[CH:2]=[CH:3][C:4]1[CH:9]=[CH:8][CH:7]=[CH:6][CH:5]=1.[N+:12]([C:15]1[CH:16]=[C:17]([C:24]([C:26]([C:28]2[CH:33]=[CH:32][CH:31]=[CH:30][CH:29]=2)=[O:27])=[O:25])[CH:18]=[C:19]([N+:21]([O-])=O)[CH:20]=1)([O-])=O.C, predict the reaction product. The product is: [C:1]([OH:11])(=[O:10])[CH:2]=[CH:3][C:4]1[CH:5]=[CH:6][CH:7]=[CH:8][CH:9]=1.[NH2:12][C:15]1[CH:16]=[C:17]([C:24]([C:26]([C:28]2[CH:33]=[CH:32][CH:31]=[CH:30][CH:29]=2)=[O:27])=[O:25])[CH:18]=[C:19]([NH2:21])[CH:20]=1.